This data is from Rat liver microsome stability data. The task is: Regression/Classification. Given a drug SMILES string, predict its absorption, distribution, metabolism, or excretion properties. Task type varies by dataset: regression for continuous measurements (e.g., permeability, clearance, half-life) or binary classification for categorical outcomes (e.g., BBB penetration, CYP inhibition). Dataset: rlm. The molecule is COc1ccc(CCNC(=O)c2cc3c(=O)n4ccccc4nc3n(CCCN3CCOCC3)c2=N)cc1. The result is 1 (stable in rat liver microsomes).